Predict which catalyst facilitates the given reaction. From a dataset of Catalyst prediction with 721,799 reactions and 888 catalyst types from USPTO. (1) Reactant: [CH:1]1([CH2:4][N:5]2[CH2:10][CH2:9][CH:8]([N:11]([CH3:32])[C:12](=[O:31])[CH2:13][O:14][C:15]3[N:20]=[C:19]([CH3:21])[C:18]([NH:22]C(=O)OC(C)(C)C)=[C:17]([CH3:30])[N:16]=3)[CH2:7][CH2:6]2)[CH2:3][CH2:2]1.Cl.[OH-].[Na+]. Product: [NH2:22][C:18]1[C:19]([CH3:21])=[N:20][C:15]([O:14][CH2:13][C:12]([N:11]([CH:8]2[CH2:9][CH2:10][N:5]([CH2:4][CH:1]3[CH2:3][CH2:2]3)[CH2:6][CH2:7]2)[CH3:32])=[O:31])=[N:16][C:17]=1[CH3:30]. The catalyst class is: 22. (2) Reactant: [CH3:1][O:2][C:3]1[C:12]2[C:7](=[CH:8][CH:9]=[CH:10][CH:11]=2)[C:6]([O:13][CH3:14])=[C:5]([S:15][CH3:16])[C:4]=1/[CH:17]=[C:18](\[CH3:24])/[C:19]([O:21]CC)=[O:20].COC1C2C(=CC=CC=2)C(OC)=CC=1/C=C(\C)/C(O)=O. Product: [CH3:1][O:2][C:3]1[C:12]2[C:7](=[CH:8][CH:9]=[CH:10][CH:11]=2)[C:6]([O:13][CH3:14])=[C:5]([S:15][CH3:16])[C:4]=1/[CH:17]=[C:18](\[CH3:24])/[C:19]([OH:21])=[O:20]. The catalyst class is: 25. (3) Reactant: [N+:1]([C:4]1[CH:5]=[C:6]([OH:14])[CH:7]=[C:8]([C:10]([F:13])([F:12])[F:11])[CH:9]=1)([O-:3])=[O:2].O[CH:16]1[CH2:21][CH2:20][N:19]([C:22]([O:24][C:25]([CH3:28])([CH3:27])[CH3:26])=[O:23])[CH2:18][CH2:17]1.C1C=CC(P(C2C=CC=CC=2)C2C=CC=CC=2)=CC=1.CC(OC(/N=N/C(OC(C)C)=O)=O)C. Product: [N+:1]([C:4]1[CH:5]=[C:6]([CH:7]=[C:8]([C:10]([F:11])([F:12])[F:13])[CH:9]=1)[O:14][CH:16]1[CH2:21][CH2:20][N:19]([C:22]([O:24][C:25]([CH3:28])([CH3:27])[CH3:26])=[O:23])[CH2:18][CH2:17]1)([O-:3])=[O:2]. The catalyst class is: 48. (4) Reactant: C(OC(=O)[NH:7][C:8]1[S:9][C:10]2[CH:16]=[C:15]([CH2:17][N:18]3[CH:22]=[CH:21][N:20]=[CH:19]3)[CH:14]=[C:13]([C:23]3[CH:28]=[CH:27][CH:26]=[C:25]([N+:29]([O-:31])=[O:30])[CH:24]=3)[C:11]=2[N:12]=1)(C)(C)C.[ClH:33]. Product: [ClH:33].[N:18]1([CH2:17][C:15]2[CH:14]=[C:13]([C:23]3[CH:28]=[CH:27][CH:26]=[C:25]([N+:29]([O-:31])=[O:30])[CH:24]=3)[C:11]3[N:12]=[C:8]([NH2:7])[S:9][C:10]=3[CH:16]=2)[CH:22]=[CH:21][N:20]=[CH:19]1. The catalyst class is: 27. (5) Reactant: C([O:8][C:9]1[CH:10]=[C:11]([N:15]2[CH:19]=[N:18][CH:17]=[N:16]2)[CH:12]=[CH:13][CH:14]=1)C1C=CC=CC=1. Product: [N:15]1([C:11]2[CH:10]=[C:9]([OH:8])[CH:14]=[CH:13][CH:12]=2)[CH:19]=[N:18][CH:17]=[N:16]1. The catalyst class is: 19. (6) Reactant: CCCCCCCCCCCCCC[CH2:15][CH2:16][O:17]CCOCCOCCOCCOCCOCCOCCOCCOCCOCCOCCOCCOCCOCCOCCOCCOCCOCCOCCOCCO.[Si:78]([O:88][CH2:89][CH3:90])([O:85][CH2:86][CH3:87])([O:82][CH2:83][CH3:84])[O:79][CH2:80][CH3:81].[ClH:91]. Product: [Si:78]([O:82][CH2:83][CH3:84])([O:85][CH2:86][CH3:87])([O:88][CH2:89][CH3:90])[O:79][CH2:80][CH3:81].[CH2:16]([OH:17])[CH3:15].[OH2:17].[ClH:91]. The catalyst class is: 40.